Task: Predict the reactants needed to synthesize the given product.. Dataset: Full USPTO retrosynthesis dataset with 1.9M reactions from patents (1976-2016) Given the product [CH3:7][C:8]1[CH:13]=[CH:12][C:11]([C:19]2[CH:20]=[CH:21][CH:22]=[CH:23][C:18]=2[Cl:17])=[CH:10][CH:9]=1, predict the reactants needed to synthesize it. The reactants are: C([O-])([O-])=O.[Na+].[Na+].[CH3:7][C:8]1[CH:13]=[CH:12][C:11](B(O)O)=[CH:10][CH:9]=1.[Cl:17][C:18]1[CH:23]=[CH:22][CH:21]=[CH:20][C:19]=1I.